This data is from CYP1A2 inhibition data for predicting drug metabolism from PubChem BioAssay. The task is: Regression/Classification. Given a drug SMILES string, predict its absorption, distribution, metabolism, or excretion properties. Task type varies by dataset: regression for continuous measurements (e.g., permeability, clearance, half-life) or binary classification for categorical outcomes (e.g., BBB penetration, CYP inhibition). Dataset: cyp1a2_veith. The molecule is Cn1c(/C=N/NC(=O)c2ccccc2Br)nc2ccccc21. The result is 1 (inhibitor).